This data is from Forward reaction prediction with 1.9M reactions from USPTO patents (1976-2016). The task is: Predict the product of the given reaction. Given the reactants CC1(C)[O:37][C@H:5]2[O:6][CH:7]([CH2:15][O:16][C:17]([N:19]3[C:27]4[C:22](=[CH:23][CH:24]=[CH:25][CH:26]=4)/[C:21](=[CH:28]/[C:29]4[NH:30][C:31]([CH3:35])=[CH:32][C:33]=4[CH3:34])/[C:20]3=[O:36])=[O:18])[C@@H:8]3[O:12]C(C)(C)[O:10][C@@H:9]3[C@H:4]2[O:3]1, predict the reaction product. The product is: [OH:12][C@@H:8]1[C@H:9]([OH:10])[C@@H:4]([OH:3])[CH:5]([OH:37])[O:6][CH:7]1[CH2:15][O:16][C:17]([N:19]1[C:27]2[C:22](=[CH:23][CH:24]=[CH:25][CH:26]=2)/[C:21](=[CH:28]/[C:29]2[NH:30][C:31]([CH3:35])=[CH:32][C:33]=2[CH3:34])/[C:20]1=[O:36])=[O:18].